From a dataset of Reaction yield outcomes from USPTO patents with 853,638 reactions. Predict the reaction yield, written as a fraction of the theoretical maximum amount of product (1.0 means a 100% yield; for example, 0.34 means a 34% yield). (1) The reactants are [CH3:1][C:2]([C:4]1[CH:9]=[CH:8][C:7]([Br:10])=[CH:6][CH:5]=1)=O.[C:11](=[O:14])([O-])[O-].[NH4+:15].[NH4+:16].[C-]#N.[K+].Cl.[CH2:21]([OH:23])C. The catalyst is O. The product is [Br:10][C:7]1[CH:8]=[CH:9][C:4]([C:2]2([CH3:1])[NH:16][C:21](=[O:23])[NH:15][C:11]2=[O:14])=[CH:5][CH:6]=1. The yield is 0.850. (2) The reactants are [OH:1][C@H:2]1[CH2:7][CH2:6][C@H:5]([C:8]2[CH:9]=[CH:10][C:11]([NH:19][C:20]3[C:25]([C:26]([F:29])([F:28])[F:27])=[CH:24][N:23]=[C:22]([NH:30][C:31]4[CH:45]=[CH:44][C:34]([CH2:35][P:36](=[O:43])([O:40][CH2:41][CH3:42])[O:37][CH2:38][CH3:39])=[CH:33][C:32]=4[O:46][CH3:47])[N:21]=3)=[C:12]3[C:16]=2[CH2:15][N:14]([CH3:17])[C:13]3=[O:18])[CH2:4][CH2:3]1.C(N(CC)CC)C.[CH3:55][S:56](Cl)(=[O:58])=[O:57]. The catalyst is C(Cl)Cl.CN(C)C1C=CN=CC=1. The product is [CH3:55][S:56]([O:1][C@H:2]1[CH2:7][CH2:6][C@H:5]([C:8]2[CH:9]=[CH:10][C:11]([NH:19][C:20]3[C:25]([C:26]([F:29])([F:28])[F:27])=[CH:24][N:23]=[C:22]([NH:30][C:31]4[CH:45]=[CH:44][C:34]([CH2:35][P:36]([O:37][CH2:38][CH3:39])([O:40][CH2:41][CH3:42])=[O:43])=[CH:33][C:32]=4[O:46][CH3:47])[N:21]=3)=[C:12]3[C:16]=2[CH2:15][N:14]([CH3:17])[C:13]3=[O:18])[CH2:4][CH2:3]1)(=[O:58])=[O:57]. The yield is 0.440. (3) The reactants are [Cl:1][C:2]1[CH:7]=[CH:6][C:5]([C@@H:8]([NH2:16])[CH2:9][CH2:10][N:11]([CH2:14][CH3:15])[CH2:12][CH3:13])=[CH:4][CH:3]=1.[C:17]([O:21][C:22]([NH:24][C:25]1([C:40](O)=[O:41])[CH2:30][CH2:29][N:28]([C:31]2[C:32]3[CH:39]=[CH:38][NH:37][C:33]=3[N:34]=[CH:35][N:36]=2)[CH2:27][CH2:26]1)=[O:23])([CH3:20])([CH3:19])[CH3:18].CCN(C(C)C)C(C)C.F[P-](F)(F)(F)(F)F.N1(OC(N(C)C)=[N+](C)C)C2N=CC=CC=2N=N1. The catalyst is CC(N(C)C)=O.CCOC(C)=O. The product is [Cl:1][C:2]1[CH:3]=[CH:4][C:5]([C@@H:8]([NH:16][C:40]([C:25]2([NH:24][C:22](=[O:23])[O:21][C:17]([CH3:19])([CH3:18])[CH3:20])[CH2:26][CH2:27][N:28]([C:31]3[C:32]4[CH:39]=[CH:38][NH:37][C:33]=4[N:34]=[CH:35][N:36]=3)[CH2:29][CH2:30]2)=[O:41])[CH2:9][CH2:10][N:11]([CH2:14][CH3:15])[CH2:12][CH3:13])=[CH:6][CH:7]=1. The yield is 0.655. (4) The reactants are [NH2:1][CH2:2][C:3]1[CH:4]=[C:5]([C:20]2[S:24][C:23]([C@@:25]3([OH:37])[CH2:30][CH2:29][C@H:28]([C:31]([O:33]C)=[O:32])[C:27]([CH3:36])([CH3:35])[CH2:26]3)=[N:22][CH:21]=2)[CH:6]=[C:7]([NH:9][C:10]2[N:15]=[C:14]([C:16]([F:19])([F:18])[F:17])[CH:13]=[CH:12][N:11]=2)[CH:8]=1.[OH-].[Na+]. The catalyst is CO. The product is [NH2:1][CH2:2][C:3]1[CH:4]=[C:5]([C:20]2[S:24][C:23]([C@@:25]3([OH:37])[CH2:30][CH2:29][C@H:28]([C:31]([OH:33])=[O:32])[C:27]([CH3:35])([CH3:36])[CH2:26]3)=[N:22][CH:21]=2)[CH:6]=[C:7]([NH:9][C:10]2[N:15]=[C:14]([C:16]([F:18])([F:19])[F:17])[CH:13]=[CH:12][N:11]=2)[CH:8]=1. The yield is 0.350. (5) The product is [CH2:1]([O:8][N:9]([CH2:24][CH3:25])[C:10]([NH:12][C:13]([C:16]1[CH:21]=[CH:20][CH:19]=[CH:18][N:17]=1)([CH3:15])[CH3:14])=[O:11])[C:2]1[CH:3]=[CH:4][CH:5]=[CH:6][CH:7]=1. The yield is 0.990. The reactants are [CH2:1]([O:8][NH:9][C:10]([NH:12][C:13]([C:16]1[CH:21]=[CH:20][CH:19]=[CH:18][N:17]=1)([CH3:15])[CH3:14])=[O:11])[C:2]1[CH:7]=[CH:6][CH:5]=[CH:4][CH:3]=1.[H-].[Na+].[CH2:24](I)[CH3:25]. The catalyst is CN(C)C=O.[Cl-].[Na+].O. (6) The reactants are Br[C:2]1[CH:3]=[CH:4][C:5]2[O:11][CH2:10][CH2:9][N:8]3[CH:12]=[C:13]([C:15]4[N:19]([CH:20]([CH3:22])[CH3:21])[N:18]=[CH:17][N:16]=4)[N:14]=[C:7]3[C:6]=2[CH:23]=1.[C:24]1(B(O)O)[CH:29]=[CH:28][CH:27]=[CH:26][CH:25]=1.C([O-])([O-])=O.[Cs+].[Cs+].O. The catalyst is O1CCOCC1.C1C=CC(P(C2C=CC=CC=2)[C-]2C=CC=C2)=CC=1.C1C=CC(P(C2C=CC=CC=2)[C-]2C=CC=C2)=CC=1.Cl[Pd]Cl.[Fe+2]. The product is [CH:20]([N:19]1[C:15]([C:13]2[N:14]=[C:7]3[C:6]4[CH:23]=[C:2]([C:24]5[CH:29]=[CH:28][CH:27]=[CH:26][CH:25]=5)[CH:3]=[CH:4][C:5]=4[O:11][CH2:10][CH2:9][N:8]3[CH:12]=2)=[N:16][CH:17]=[N:18]1)([CH3:22])[CH3:21]. The yield is 0.120. (7) The reactants are Cl.CN(C)CCCN=C=NCC.[C:13]([CH2:16][CH2:17][CH2:18][O:19][C:20]1[CH:29]=[C:28]2[C:23]([C:24]([NH:30][C:31]3[CH:36]=[CH:35][C:34]([Cl:37])=[CH:33][C:32]=3[F:38])=[N:25][CH:26]=[N:27]2)=[CH:22][C:21]=1[O:39][CH3:40])(O)=[O:14].[NH:41]1[CH2:46][CH2:45][O:44][CH2:43][CH2:42]1. The catalyst is CN(C)C1C=CN=CC=1.CN(C=O)C. The product is [Cl:37][C:34]1[CH:35]=[CH:36][C:31]([NH:30][C:24]2[C:23]3[C:28](=[CH:29][C:20]([O:19][CH2:18][CH2:17][CH2:16][C:13]([N:41]4[CH2:46][CH2:45][O:44][CH2:43][CH2:42]4)=[O:14])=[C:21]([O:39][CH3:40])[CH:22]=3)[N:27]=[CH:26][N:25]=2)=[C:32]([F:38])[CH:33]=1. The yield is 0.460. (8) The reactants are [NH2:1][C:2]1[CH:10]=[CH:9][CH:8]=[C:7]([Cl:11])[C:3]=1[C:4]([OH:6])=O.O=S(Cl)Cl.[NH2:16][C:17]1[C:18]([CH3:23])=[CH:19][CH:20]=[CH:21][CH:22]=1.C(Cl)(Cl)Cl. The catalyst is C1C=CC=CC=1. The product is [NH2:1][C:2]1[CH:10]=[CH:9][CH:8]=[C:7]([Cl:11])[C:3]=1[C:4]([NH:16][C:17]1[CH:22]=[CH:21][CH:20]=[CH:19][C:18]=1[CH3:23])=[O:6]. The yield is 0.550. (9) The reactants are [OH:1][CH2:2][C@@H:3]1[CH2:8][N:7]2[CH2:9][CH2:10][CH2:11][C@H:6]2[C:5](=[O:12])[NH:4]1.C(N(CC)CC)C.[Si:20](Cl)([C:23]([CH3:26])([CH3:25])[CH3:24])([CH3:22])[CH3:21]. The catalyst is CN(C)C=O.CN(C)C1C=CN=CC=1. The product is [CH3:24][C:23]([Si:20]([CH3:22])([CH3:21])[O:1][CH2:2][C@@H:3]1[CH2:8][N:7]2[CH2:9][CH2:10][CH2:11][C@H:6]2[C:5](=[O:12])[NH:4]1)([CH3:26])[CH3:25]. The yield is 0.660. (10) The reactants are [NH2:1][C:2]1[N:7]=[CH:6][N:5]=[C:4]2[N:8]([CH2:25][C@H:26]3[CH2:30][CH2:29][CH2:28][N:27]3[C:31](=[O:47])[C:32]([C:45]#[N:46])=[CH:33][C:34]3([NH:37]C(=O)OC(C)(C)C)[CH2:36][CH2:35]3)[N:9]=[C:10]([C:11]3[CH:16]=[CH:15][C:14]([O:17][C:18]4[CH:23]=[CH:22][CH:21]=[CH:20][CH:19]=4)=[CH:13][C:12]=3[F:24])[C:3]=12.C(O)(C(F)(F)F)=O. The catalyst is C(Cl)Cl. The product is [NH2:1][C:2]1[N:7]=[CH:6][N:5]=[C:4]2[N:8]([CH2:25][C@H:26]3[CH2:30][CH2:29][CH2:28][N:27]3[C:31]([C:32](=[CH:33][C:34]3([NH2:37])[CH2:36][CH2:35]3)[C:45]#[N:46])=[O:47])[N:9]=[C:10]([C:11]3[CH:16]=[CH:15][C:14]([O:17][C:18]4[CH:19]=[CH:20][CH:21]=[CH:22][CH:23]=4)=[CH:13][C:12]=3[F:24])[C:3]=12. The yield is 0.120.